Task: Regression. Given a peptide amino acid sequence and an MHC pseudo amino acid sequence, predict their binding affinity value. This is MHC class II binding data.. Dataset: Peptide-MHC class II binding affinity with 134,281 pairs from IEDB (1) The MHC is HLA-DPA10301-DPB10402 with pseudo-sequence HLA-DPA10301-DPB10402. The peptide sequence is DTVPRGYRIAARPGA. The binding affinity (normalized) is 0. (2) The peptide sequence is EKKYFAITQFEPLAA. The MHC is HLA-DPA10201-DPB10501 with pseudo-sequence HLA-DPA10201-DPB10501. The binding affinity (normalized) is 0.607. (3) The peptide sequence is ISTNIRQAGVQYSRA. The MHC is DRB1_1201 with pseudo-sequence DRB1_1201. The binding affinity (normalized) is 0.162. (4) The peptide sequence is GVLQTFMRMAWGGSY. The binding affinity (normalized) is 0.778. The MHC is DRB5_0101 with pseudo-sequence DRB5_0101. (5) The peptide sequence is FVNTLVASSGSYAAT. The MHC is DRB1_1302 with pseudo-sequence DRB1_1302. The binding affinity (normalized) is 0.634.